From a dataset of Forward reaction prediction with 1.9M reactions from USPTO patents (1976-2016). Predict the product of the given reaction. (1) Given the reactants F[C:2]1[CH:3]=[C:4]([CH:7]=[CH:8][CH:9]=1)[C:5]#[N:6].[NH:10]1[CH2:15][CH2:14][CH2:13][CH2:12][CH2:11]1, predict the reaction product. The product is: [N:10]1([C:2]2[CH:3]=[C:4]([CH:7]=[CH:8][CH:9]=2)[C:5]#[N:6])[CH2:15][CH2:14][CH2:13][CH2:12][CH2:11]1. (2) Given the reactants C([O:8][CH2:9][CH2:10][CH2:11][O:12][C:13]1[CH:22]=[CH:21][C:16]([C:17]([O:19][CH3:20])=[O:18])=[C:15]([O:23][CH3:24])[CH:14]=1)C1C=CC=CC=1.[H][H], predict the reaction product. The product is: [OH:8][CH2:9][CH2:10][CH2:11][O:12][C:13]1[CH:22]=[CH:21][C:16]([C:17]([O:19][CH3:20])=[O:18])=[C:15]([O:23][CH3:24])[CH:14]=1.